From a dataset of Peptide-MHC class I binding affinity with 185,985 pairs from IEDB/IMGT. Regression. Given a peptide amino acid sequence and an MHC pseudo amino acid sequence, predict their binding affinity value. This is MHC class I binding data. (1) The peptide sequence is FLHLYLFLT. The MHC is HLA-A02:01 with pseudo-sequence HLA-A02:01. The binding affinity (normalized) is 0.414. (2) The peptide sequence is RSLFNTIATLY. The MHC is HLA-B15:01 with pseudo-sequence HLA-B15:01. The binding affinity (normalized) is 0.393. (3) The peptide sequence is TPLHKYCVNL. The MHC is HLA-B53:01 with pseudo-sequence HLA-B53:01. The binding affinity (normalized) is 0.372.